Dataset: Forward reaction prediction with 1.9M reactions from USPTO patents (1976-2016). Task: Predict the product of the given reaction. Given the reactants N[CH:2]([CH3:33])[C:3]([NH:5][CH2:6][CH2:7][O:8][C:9]1[CH:18]=[C:17]2[C:12]([C:13]([NH:19][C:20]3[CH:25]=[CH:24][C:23]([Br:26])=[CH:22][C:21]=3[F:27])=[N:14][CH:15]=[N:16]2)=[CH:11][C:10]=1[NH:28][C:29](=[O:32])[CH:30]=[CH2:31])=[O:4].[CH2:34]=O.[C:36]([BH3-])#[N:37].[Na+], predict the reaction product. The product is: [Br:26][C:23]1[CH:24]=[CH:25][C:20]([NH:19][C:13]2[C:12]3[C:17](=[CH:18][C:9]([O:8][CH2:7][CH2:6][NH:5][C:3](=[O:4])[CH:2]([N:37]([CH3:36])[CH3:34])[CH3:33])=[C:10]([NH:28][C:29](=[O:32])[CH:30]=[CH2:31])[CH:11]=3)[N:16]=[CH:15][N:14]=2)=[C:21]([F:27])[CH:22]=1.